Dataset: Catalyst prediction with 721,799 reactions and 888 catalyst types from USPTO. Task: Predict which catalyst facilitates the given reaction. (1) Product: [CH3:35][C:24]1[CH:23]=[C:22]([O:21][CH2:2][CH2:3][CH:4]([C:9]2[S:10][C:11]3[CH:18]=[C:17]([O:19][CH3:20])[CH:16]=[CH:15][C:12]=3[C:13]=2[CH3:14])[CH2:5][CH2:6][CH2:7][CH3:8])[CH:27]=[CH:26][C:25]=1[O:28][CH2:29][C:30]([O:32][CH2:33][CH3:34])=[O:31]. Reactant: Br[CH2:2][CH2:3][CH:4]([C:9]1[S:10][C:11]2[CH:18]=[C:17]([O:19][CH3:20])[CH:16]=[CH:15][C:12]=2[C:13]=1[CH3:14])[CH2:5][CH2:6][CH2:7][CH3:8].[OH:21][C:22]1[CH:27]=[CH:26][C:25]([O:28][CH2:29][C:30]([O:32][CH2:33][CH3:34])=[O:31])=[C:24]([CH3:35])[CH:23]=1.C(=O)([O-])[O-].[Cs+].[Cs+]. The catalyst class is: 23. (2) Reactant: [H-].[Na+].[O:3]1[C:7]2[C:8](=[O:12])[NH:9][CH:10]=[CH:11][C:6]=2[CH:5]=[CH:4]1.I[CH2:14][CH2:15][O:16][CH:17]1[CH2:22][CH2:21][CH2:20][CH2:19][O:18]1.O. Product: [O:18]1[CH2:19][CH2:20][CH2:21][CH2:22][CH:17]1[O:16][CH2:15][CH2:14][N:9]1[CH:10]=[CH:11][C:6]2[CH:5]=[CH:4][O:3][C:7]=2[C:8]1=[O:12]. The catalyst class is: 39. (3) Reactant: I[C:2]1[CH:12]=[CH:11][C:5]([C:6]([O:8][CH2:9][CH3:10])=[O:7])=[CH:4][CH:3]=1.[N:13]1[CH:18]=[CH:17][CH:16]=[CH:15][C:14]=1[O-:19].C([N+](CCCC)(CCCC)CCCC)CCC. Product: [O:19]=[C:14]1[CH:15]=[CH:16][CH:17]=[CH:18][N:13]1[C:2]1[CH:12]=[CH:11][C:5]([C:6]([O:8][CH2:9][CH3:10])=[O:7])=[CH:4][CH:3]=1. The catalyst class is: 471. (4) Reactant: [OH:1][C:2]1[C:7]([C:8]([O:10][CH3:11])=[O:9])=[CH:6][CH:5]=[CH:4][N:3]=1.C(=O)([O-])[O-].[K+].[K+].[Cl:18][C:19]1[CH:24]=[CH:23][C:22]([C@@H:25]2[O:31][CH2:30][CH2:29][N:28]([C:32]([O:34][C:35]([CH3:38])([CH3:37])[CH3:36])=[O:33])[CH2:27][C@H:26]2[CH2:39]OS(C)(=O)=O)=[CH:21][C:20]=1[F:45]. Product: [Cl:18][C:19]1[CH:24]=[CH:23][C:22]([C@@H:25]2[O:31][CH2:30][CH2:29][N:28]([C:32]([O:34][C:35]([CH3:37])([CH3:36])[CH3:38])=[O:33])[CH2:27][C@H:26]2[CH2:39][N:3]2[CH:4]=[CH:5][CH:6]=[C:7]([C:8]([O:10][CH3:11])=[O:9])[C:2]2=[O:1])=[CH:21][C:20]=1[F:45]. The catalyst class is: 57. (5) Reactant: [F:1][C:2]1[CH:3]=[C:4]([C@@H:9]2[CH2:13][N:12]([CH2:14][CH2:15][O:16][CH3:17])[CH2:11][C@H:10]2[NH:18][C:19]([NH:21][C:22]2[N:26]([C:27]3[CH:32]=[CH:31][CH:30]=[CH:29][CH:28]=3)[N:25]=[C:24]([C:33]3[CH:34]=[N:35][NH:36][CH:37]=3)[C:23]=2[CH3:38])=[O:20])[CH:5]=[CH:6][C:7]=1[F:8].C([O-])([O-])=O.[K+].[K+].O([CH2:53][C:54]([F:57])([F:56])[F:55])S(C(F)(F)F)(=O)=O. Product: [F:1][C:2]1[CH:3]=[C:4]([C@@H:9]2[CH2:13][N:12]([CH2:14][CH2:15][O:16][CH3:17])[CH2:11][C@H:10]2[NH:18][C:19]([NH:21][C:22]2[N:26]([C:27]3[CH:32]=[CH:31][CH:30]=[CH:29][CH:28]=3)[N:25]=[C:24]([C:33]3[CH:34]=[N:35][N:36]([CH2:53][C:54]([F:57])([F:56])[F:55])[CH:37]=3)[C:23]=2[CH3:38])=[O:20])[CH:5]=[CH:6][C:7]=1[F:8]. The catalyst class is: 3. (6) Reactant: [Br:1][C:2]1[CH:3]=[C:4]2[C:9](=[O:10])[NH:8][C:6](=[O:7])[C:5]2=[CH:11][CH:12]=1.C(=O)([O-])[O-].[K+].[K+].Br[CH2:20][C:21]([O:23][CH3:24])=[O:22]. Product: [CH3:24][O:23][C:21](=[O:22])[CH2:20][N:8]1[C:9](=[O:10])[C:4]2[C:5](=[CH:11][CH:12]=[C:2]([Br:1])[CH:3]=2)[C:6]1=[O:7]. The catalyst class is: 21. (7) Reactant: [NH:1]1[CH2:5][CH2:4][CH2:3][CH2:2]1.C(N(CC)CC)C.Cl[C:14](=[O:20])[C:15]([O:17][CH2:18][CH3:19])=[O:16]. The catalyst class is: 27. Product: [CH2:18]([O:17][C:15](=[O:16])[C:14](=[O:20])[N:1]1[CH2:5][CH2:4][CH2:3][CH2:2]1)[CH3:19]. (8) Reactant: [S:1]1[CH:5]=[CH:4][C:3]([C:6]([OH:8])=O)=[CH:2]1.[Li+].CC([N-]C(C)C)C.[CH:17](=O)[C:18]1[CH:23]=[CH:22][C:21]([O:24][CH3:25])=[CH:20][CH:19]=1.[O-][Mn](=O)(=O)=O.[K+].[NH2:33][NH2:34].O. Product: [CH3:25][O:24][C:21]1[CH:22]=[CH:23][C:18]([C:17]2[C:2]3[S:1][CH:5]=[CH:4][C:3]=3[C:6](=[O:8])[NH:34][N:33]=2)=[CH:19][CH:20]=1. The catalyst class is: 1. (9) Reactant: C([O:3][C:4]([C:6]1[CH:14]=[C:13]2[C:9]([C:10]([C:25](=[O:36])[NH:26][CH2:27][C:28]3[CH:33]=[CH:32][C:31]([F:34])=[C:30]([F:35])[CH:29]=3)=[C:11]([CH:22]([CH3:24])[CH3:23])[N:12]2[CH2:15][C:16]2[CH:21]=[CH:20][CH:19]=[CH:18][CH:17]=2)=[CH:8][CH:7]=1)=O)C.CC(C[Al]CC(C)C)C. Product: [CH2:15]([N:12]1[C:13]2[C:9](=[CH:8][CH:7]=[C:6]([CH2:4][OH:3])[CH:14]=2)[C:10]([C:25]([NH:26][CH2:27][C:28]2[CH:33]=[CH:32][C:31]([F:34])=[C:30]([F:35])[CH:29]=2)=[O:36])=[C:11]1[CH:22]([CH3:24])[CH3:23])[C:16]1[CH:21]=[CH:20][CH:19]=[CH:18][CH:17]=1. The catalyst class is: 2. (10) Reactant: Cl[C:2]1[CH:3]=[C:4]([NH:11][C:12]2[CH:17]=[CH:16][CH:15]=[C:14]([N:18]3[CH2:22][CH2:21][CH2:20][C@@H:19]3[CH3:23])[N:13]=2)[C:5]2[N:6]([CH:8]=[CH:9][N:10]=2)[N:7]=1.CC1(C)C(C)(C)OB([C:32]2[CH:40]=[CH:39][C:35]3[N:36]=[CH:37][S:38][C:34]=3[CH:33]=2)O1.CC(C1C=C(C(C)C)C(C2C=CC=CC=2P(C2CCCCC2)C2CCCCC2)=C(C(C)C)C=1)C.C([O-])([O-])=O.[Na+].[Na+]. Product: [S:38]1[C:34]2[CH:33]=[C:32]([C:2]3[CH:3]=[C:4]([NH:11][C:12]4[CH:17]=[CH:16][CH:15]=[C:14]([N:18]5[CH2:22][CH2:21][CH2:20][C@@H:19]5[CH3:23])[N:13]=4)[C:5]4[N:6]([CH:8]=[CH:9][N:10]=4)[N:7]=3)[CH:40]=[CH:39][C:35]=2[N:36]=[CH:37]1. The catalyst class is: 333.